From a dataset of NCI-60 drug combinations with 297,098 pairs across 59 cell lines. Regression. Given two drug SMILES strings and cell line genomic features, predict the synergy score measuring deviation from expected non-interaction effect. Drug 1: CCCS(=O)(=O)NC1=C(C(=C(C=C1)F)C(=O)C2=CNC3=C2C=C(C=N3)C4=CC=C(C=C4)Cl)F. Drug 2: C1=NNC2=C1C(=O)NC=N2. Cell line: NCI-H522. Synergy scores: CSS=8.67, Synergy_ZIP=-2.62, Synergy_Bliss=0.485, Synergy_Loewe=-0.613, Synergy_HSA=0.201.